From a dataset of Full USPTO retrosynthesis dataset with 1.9M reactions from patents (1976-2016). Predict the reactants needed to synthesize the given product. (1) Given the product [C:1]([O:4][C@@H:5]1[C@@H:13]([C@@:14]2([CH3:28])[CH2:19][CH2:18][C@H:17]([O:20][C:21](=[O:23])[CH3:22])[CH2:16][C@@H:15]2[CH2:24][CH2:25][C:26]([NH2:27])=[O:38])[CH2:12][CH2:11][C@@:10]2([CH3:29])[C@H:6]1[CH2:7][CH2:8][C:9]2=[CH2:30])(=[O:3])[CH3:2], predict the reactants needed to synthesize it. The reactants are: [C:1]([O:4][C@@H:5]1[C@@H:13]([C@@:14]2([CH3:28])[CH2:19][CH2:18][C@H:17]([O:20][C:21](=[O:23])[CH3:22])[CH2:16][C@@H:15]2[CH2:24][CH2:25][C:26]#[N:27])[CH2:12][CH2:11][C@@:10]2([CH3:29])[C@H:6]1[CH2:7][CH2:8][C:9]2=[CH2:30])(=[O:3])[CH3:2].OO.CO.C1C[O:38]CC1. (2) Given the product [C:1]([C:4]1[C:5]([NH:20][C:21]2[CH:22]=[CH:23][C:24]([Cl:27])=[CH:25][CH:26]=2)=[N:6][N:7]([CH:9]2[CH2:14][CH2:13][CH:12]([C:15]([O:17][CH3:28])=[O:16])[CH2:11][CH:10]2[C:18]#[N:19])[CH:8]=1)(=[O:3])[NH2:2], predict the reactants needed to synthesize it. The reactants are: [C:1]([C:4]1[C:5]([NH:20][C:21]2[CH:26]=[CH:25][C:24]([Cl:27])=[CH:23][CH:22]=2)=[N:6][N:7]([CH:9]2[CH2:14][CH2:13][CH:12]([C:15]([OH:17])=[O:16])[CH2:11][CH:10]2[C:18]#[N:19])[CH:8]=1)(=[O:3])[NH2:2].[CH2:28](Cl)CCl.C1C=CC2N(O)N=NC=2C=1. (3) The reactants are: [CH3:1][C:2]([O:5][C:6](=[O:30])[CH2:7][N:8]1[C:16]2[C:11](=[C:12]([N+:18]([O-])=O)[CH:13]=[CH:14][C:15]=2Br)[C:10]([O:21][C:22]2[CH:27]=[CH:26][C:25]([Cl:28])=[CH:24][CH:23]=2)=[C:9]1[CH3:29])([CH3:4])[CH3:3].C(N(CC)CC)C. Given the product [NH2:18][C:12]1[CH:13]=[CH:14][CH:15]=[C:16]2[C:11]=1[C:10]([O:21][C:22]1[CH:23]=[CH:24][C:25]([Cl:28])=[CH:26][CH:27]=1)=[C:9]([CH3:29])[N:8]2[CH2:7][C:6]([O:5][C:2]([CH3:3])([CH3:4])[CH3:1])=[O:30], predict the reactants needed to synthesize it. (4) Given the product [ClH:6].[CH2:12]([O:11][CH2:10][CH2:9][CH2:8][CH2:7][NH:2][NH2:3])[C:13]1[CH:18]=[CH:17][CH:16]=[CH:15][CH:14]=1, predict the reactants needed to synthesize it. The reactants are: O.[NH2:2][NH2:3].[OH-].[Na+].[Cl:6][CH2:7][CH2:8][CH2:9][CH2:10][O:11][CH2:12][C:13]1[CH:18]=[CH:17][CH:16]=[CH:15][CH:14]=1.Cl.